Dataset: Forward reaction prediction with 1.9M reactions from USPTO patents (1976-2016). Task: Predict the product of the given reaction. (1) Given the reactants Cl[C:2]1[C:11]2[C:6](=[CH:7][C:8]([O:14][CH3:15])=[C:9]([O:12][CH3:13])[CH:10]=2)[N:5]=[CH:4][N:3]=1.[OH:16][C:17]1[CH:30]=[CH:29][C:20]2[C:21]([C:25]([NH:27][CH3:28])=[O:26])=[C:22]([CH3:24])[O:23][C:19]=2[CH:18]=1.C([O-])([O-])=O.[K+].[K+], predict the reaction product. The product is: [CH3:13][O:12][C:9]1[CH:10]=[C:11]2[C:6](=[CH:7][C:8]=1[O:14][CH3:15])[N:5]=[CH:4][N:3]=[C:2]2[O:16][C:17]1[CH:30]=[CH:29][C:20]2[C:21]([C:25]([NH:27][CH3:28])=[O:26])=[C:22]([CH3:24])[O:23][C:19]=2[CH:18]=1. (2) Given the reactants C(OC([NH:8][C:9]1[CH:10]=[C:11]([NH:29]C(=O)OC(C)(C)C)[C:12]2[C:23]3=[C:24]4[C:15]([CH:16]=[C:17]([C:25]([CH3:28])([CH3:27])[CH3:26])[CH:18]=[C:19]4[CH:20]=[CH:21][C:22]=13)=[CH:14][CH:13]=2)=O)(C)(C)C.FC(F)(F)C(O)=O, predict the reaction product. The product is: [C:25]([C:17]1[CH:18]=[C:19]2[C:24]3=[C:23]4[C:22](=[C:9]([NH2:8])[CH:10]=[C:11]([NH2:29])[C:12]4=[CH:13][CH:14]=[C:15]3[CH:16]=1)[CH:21]=[CH:20]2)([CH3:28])([CH3:26])[CH3:27]. (3) Given the reactants [Br:1][C:2]1[CH:3]=[C:4]([CH:7]=[CH:8][C:9]=1[O:10][CH3:11])[CH:5]=[O:6].S([CH2:22][N+:23]#[C-:24])(C1C=CC(C)=CC=1)(=O)=O.C([O-])([O-])=O.[K+].[K+], predict the reaction product. The product is: [Br:1][C:2]1[CH:3]=[C:4]([C:5]2[O:6][CH:24]=[N:23][CH:22]=2)[CH:7]=[CH:8][C:9]=1[O:10][CH3:11]. (4) Given the reactants [Br:1][C:2]1[C:11]2[C:6](=[CH:7][C:8]([O:12][CH3:13])=[CH:9][CH:10]=2)[CH:5]([CH2:14][CH2:15][N:16]2C(=O)C3[C:18](=CC=CC=3)[C:17]2=[O:26])[CH2:4][CH:3]=1.[BH4-].[Na+].[OH-].[Na+].CN(C1C=CC=CN=1)C.C(OC(=O)C)(=O)C, predict the reaction product. The product is: [Br:1][C:2]1[C:11]2[C:6](=[CH:7][C:8]([O:12][CH3:13])=[CH:9][CH:10]=2)[CH:5]([CH2:14][CH2:15][NH:16][C:17](=[O:26])[CH3:18])[CH2:4][CH:3]=1. (5) The product is: [ClH:40].[F:1][C:2]1[CH:7]=[CH:6][CH:5]=[C:4]([OH:8])[C:3]=1[C:9]1[N:18]=[C:17]([N:19]2[CH2:20][CH2:21][N:22]([C:25](=[O:33])[C@H:26]([OH:32])[CH2:27][C:28]([CH3:29])([CH3:30])[CH3:31])[CH2:23][CH2:24]2)[C:16]2[C:11](=[CH:12][C:13]([CH3:34])=[CH:14][CH:15]=2)[N:10]=1. Given the reactants [F:1][C:2]1[CH:7]=[CH:6][CH:5]=[C:4]([OH:8])[C:3]=1[C:9]1[N:18]=[C:17]([N:19]2[CH2:24][CH2:23][N:22]([C:25](=[O:33])[C@H:26]([OH:32])[CH2:27][C:28]([CH3:31])([CH3:30])[CH3:29])[CH2:21][CH2:20]2)[C:16]2[C:11](=[CH:12][C:13]([CH3:34])=[CH:14][CH:15]=2)[N:10]=1.CCOCC.[ClH:40], predict the reaction product. (6) Given the reactants [F:1][C:2]1[CH:7]=[CH:6][C:5]([CH:8]2[CH2:13][CH2:12][CH2:11][CH2:10][C:9]2=[O:14])=[CH:4][CH:3]=1.C(O[CH:20](N(C)C)[N:21]([CH3:23])[CH3:22])(C)(C)C, predict the reaction product. The product is: [CH3:20][N:21]([CH3:23])[CH:22]=[C:10]1[C:9](=[O:14])[CH:8]([C:5]2[CH:4]=[CH:3][C:2]([F:1])=[CH:7][CH:6]=2)[CH2:13][CH2:12][CH2:11]1. (7) Given the reactants [CH3:1]/[C:2](/[CH:9]=O)=[CH:3]\[C:4]([O:6][CH2:7][CH3:8])=[O:5].[NH:11]1[CH2:15][CH2:14][CH2:13][CH2:12]1.C(O)(=O)C.C(O[BH-](OC(=O)C)OC(=O)C)(=O)C.[Na+], predict the reaction product. The product is: [CH2:7]([O:6][C:4](=[O:5])/[CH:3]=[C:2](\[CH3:1])/[CH2:9][N:11]1[CH2:15][CH2:14][CH2:13][CH2:12]1)[CH3:8].